From a dataset of Orexin1 receptor HTS with 218,158 compounds and 233 confirmed actives. Binary Classification. Given a drug SMILES string, predict its activity (active/inactive) in a high-throughput screening assay against a specified biological target. The drug is O(C(C)C)c1ccc(NC(=O)CCC(O)=O)cc1. The result is 0 (inactive).